This data is from NCI-60 drug combinations with 297,098 pairs across 59 cell lines. The task is: Regression. Given two drug SMILES strings and cell line genomic features, predict the synergy score measuring deviation from expected non-interaction effect. (1) Drug 1: CNC(=O)C1=NC=CC(=C1)OC2=CC=C(C=C2)NC(=O)NC3=CC(=C(C=C3)Cl)C(F)(F)F. Drug 2: C#CCC(CC1=CN=C2C(=N1)C(=NC(=N2)N)N)C3=CC=C(C=C3)C(=O)NC(CCC(=O)O)C(=O)O. Cell line: SN12C. Synergy scores: CSS=-11.2, Synergy_ZIP=5.83, Synergy_Bliss=-2.35, Synergy_Loewe=-12.1, Synergy_HSA=-14.1. (2) Synergy scores: CSS=-9.25, Synergy_ZIP=2.76, Synergy_Bliss=-1.47, Synergy_Loewe=-14.0, Synergy_HSA=-7.80. Drug 2: C1C(C(OC1N2C=NC(=NC2=O)N)CO)O. Cell line: MDA-MB-435. Drug 1: CC1=CC2C(CCC3(C2CCC3(C(=O)C)OC(=O)C)C)C4(C1=CC(=O)CC4)C. (3) Drug 1: C1=C(C(=O)NC(=O)N1)N(CCCl)CCCl. Drug 2: CC12CCC3C(C1CCC2OP(=O)(O)O)CCC4=C3C=CC(=C4)OC(=O)N(CCCl)CCCl.[Na+]. Cell line: EKVX. Synergy scores: CSS=2.19, Synergy_ZIP=-4.27, Synergy_Bliss=-3.32, Synergy_Loewe=-5.75, Synergy_HSA=-3.52. (4) Drug 1: CNC(=O)C1=CC=CC=C1SC2=CC3=C(C=C2)C(=NN3)C=CC4=CC=CC=N4. Drug 2: CC1C(C(=O)NC(C(=O)N2CCCC2C(=O)N(CC(=O)N(C(C(=O)O1)C(C)C)C)C)C(C)C)NC(=O)C3=C4C(=C(C=C3)C)OC5=C(C(=O)C(=C(C5=N4)C(=O)NC6C(OC(=O)C(N(C(=O)CN(C(=O)C7CCCN7C(=O)C(NC6=O)C(C)C)C)C)C(C)C)C)N)C. Cell line: MALME-3M. Synergy scores: CSS=11.6, Synergy_ZIP=7.57, Synergy_Bliss=15.7, Synergy_Loewe=13.4, Synergy_HSA=14.1.